Dataset: Full USPTO retrosynthesis dataset with 1.9M reactions from patents (1976-2016). Task: Predict the reactants needed to synthesize the given product. (1) The reactants are: [F:1][C:2]1[CH:7]=[C:6]([N+:8]([O-])=O)[CH:5]=[CH:4][C:3]=1[NH:11][C:12]1[C:13]2[C:20]([CH3:21])=[CH:19][N:18]([CH2:22][O:23][CH2:24][CH2:25][Si:26]([CH3:29])([CH3:28])[CH3:27])[C:14]=2[N:15]=[CH:16][CH:17]=1. Given the product [F:1][C:2]1[CH:7]=[C:6]([NH2:8])[CH:5]=[CH:4][C:3]=1[NH:11][C:12]1[CH:17]=[CH:16][N:15]=[C:14]2[N:18]([CH2:22][O:23][CH2:24][CH2:25][Si:26]([CH3:27])([CH3:29])[CH3:28])[CH:19]=[C:20]([CH3:21])[C:13]=12, predict the reactants needed to synthesize it. (2) The reactants are: C([Li])CCC.[CH3:6][P:7](=[O:12])([O:10][CH3:11])[O:8][CH3:9].[CH:13]1([C:16]([CH:18]2[CH2:20][CH2:19]2)=[S:17])[CH2:15][CH2:14]1. Given the product [CH:13]1([C:16]([CH:18]2[CH2:20][CH2:19]2)([SH:17])[CH2:6][P:7](=[O:12])([O:10][CH3:11])[O:8][CH3:9])[CH2:15][CH2:14]1, predict the reactants needed to synthesize it. (3) Given the product [CH:3]1[N:7]2[C:8]3[CH:17]=[CH:16][CH:15]=[CH:14][C:9]=3[CH2:10][CH2:11][C@@H:12]([NH:13][C:31]([C:28]3([NH:27][C:25](=[O:26])[C:24]4[CH:34]=[CH:35][C:21]([O:20][CH2:18][CH3:19])=[CH:22][CH:23]=4)[CH2:30][CH2:29]3)=[O:32])[C:6]2=[N:5][CH:4]=1, predict the reactants needed to synthesize it. The reactants are: I.I.[CH:3]1[N:7]2[C:8]3[CH:17]=[CH:16][CH:15]=[CH:14][C:9]=3[CH2:10][CH2:11][C@@H:12]([NH2:13])[C:6]2=[N:5][CH:4]=1.[CH2:18]([O:20][C:21]1[CH:35]=[CH:34][C:24]([C:25]([NH:27][C:28]2([C:31](O)=[O:32])[CH2:30][CH2:29]2)=[O:26])=[CH:23][CH:22]=1)[CH3:19].O.ON1C2C=CC=CC=2N=N1.C(N(C(C)C)CC)(C)C.Cl.CN(C)CCCN=C=NCC. (4) Given the product [F:33][C:10]1[C:9]([O:8][CH2:1][C:53]2[CH:48]=[N:49][CH:50]=[CH:51][CH:52]=2)=[CH:14][CH:13]=[C:12]([F:15])[C:11]=1[C:16]([C:18]1[C:26]2[C:21](=[N:22][CH:23]=[CH:24][CH:25]=2)[NH:20][CH:19]=1)=[O:17], predict the reactants needed to synthesize it. The reactants are: [CH2:1]([O:8][C:9]1[C:10]([F:33])=[C:11]([C:16]([C:18]2[C:26]3[C:21](=[N:22][CH:23]=[C:24](C4C=NC=CC=4)[CH:25]=3)[NH:20][CH:19]=2)=[O:17])[C:12]([F:15])=[CH:13][CH:14]=1)C1C=CC=CC=1.FC1C(O)=CC=C(F)C=1C(C1[C:53]2[C:48](=[N:49][CH:50]=[C:51](Cl)[CH:52]=2)NC=1)=O. (5) The reactants are: [NH2:1][C:2]1[N:7]=[CH:6][C:5]([C:8]2[CH:13]=[CH:12][C:11]([OH:14])=[CH:10][CH:9]=2)=[C:4]([CH2:15][CH3:16])[C:3]=1Br.CC1(C)C(C)(C)OB([C:26]2[CH:27]=[C:28]3[C:32](=[CH:33][CH:34]=2)[N:31]([C:35]([O:37][C:38]([CH3:41])([CH3:40])[CH3:39])=[O:36])[N:30]=[CH:29]3)O1.C([O-])([O-])=O.[K+].[K+]. Given the product [NH2:1][C:2]1[C:3]([C:26]2[CH:27]=[C:28]3[C:32](=[CH:33][CH:34]=2)[N:31]([C:35]([O:37][C:38]([CH3:41])([CH3:40])[CH3:39])=[O:36])[N:30]=[CH:29]3)=[C:4]([CH2:15][CH3:16])[C:5]([C:8]2[CH:13]=[CH:12][C:11]([OH:14])=[CH:10][CH:9]=2)=[CH:6][N:7]=1, predict the reactants needed to synthesize it.